Dataset: Reaction yield outcomes from USPTO patents with 853,638 reactions. Task: Predict the reaction yield, written as a fraction of the theoretical maximum amount of product (1.0 means a 100% yield; for example, 0.34 means a 34% yield). (1) The reactants are [Br:1][C:2]1[N:6]([S:7]([C:10]2[CH:15]=[CH:14][CH:13]=[CH:12][CH:11]=2)(=[O:9])=[O:8])[CH:5]=[C:4]([CH2:16][OH:17])[CH:3]=1.O.C[N+]1([O-])CCOCC1. The catalyst is C(#N)C.[Ru]([O-])(=O)(=O)=O.C([N+](CCC)(CCC)CCC)CC. The product is [Br:1][C:2]1[N:6]([S:7]([C:10]2[CH:15]=[CH:14][CH:13]=[CH:12][CH:11]=2)(=[O:9])=[O:8])[CH:5]=[C:4]([CH:16]=[O:17])[CH:3]=1. The yield is 0.710. (2) The reactants are [OH:1][C:2]1[CH:7]=[CH:6][C:5]([C:8](=[O:18])[CH2:9][C:10]2[CH:15]=[CH:14][C:13]([O:16][CH3:17])=[CH:12][CH:11]=2)=[CH:4][CH:3]=1.C(=O)([O-])[O-].[K+].[K+].[CH2:25](Cl)[C:26]1[CH:31]=[CH:30][CH:29]=[CH:28][CH:27]=1. The catalyst is C(#N)C. The product is [CH2:25]([O:1][C:2]1[CH:3]=[CH:4][C:5]([C:8](=[O:18])[CH2:9][C:10]2[CH:15]=[CH:14][C:13]([O:16][CH3:17])=[CH:12][CH:11]=2)=[CH:6][CH:7]=1)[C:26]1[CH:31]=[CH:30][CH:29]=[CH:28][CH:27]=1. The yield is 0.240.